Dataset: Drug-target binding data from BindingDB using IC50 measurements. Task: Regression. Given a target protein amino acid sequence and a drug SMILES string, predict the binding affinity score between them. We predict pIC50 (pIC50 = -log10(IC50 in M); higher means more potent). Dataset: bindingdb_ic50. (1) The compound is CCCCCCCCCCCCCCCCOCCCOP(=O)(O)CO[C@H](C)Cn1cnc2c(N)ncnc21. The target protein sequence is PISPIETVPVKLKPGMDGPKVKQWPLTEEKIKALVEICTELEKEGKISKIGPENPYNTPVFAIKKKNSTKWRKLVDFRELNKRTQDFWEVQLGIPHPAGLKKKKSVTVLDVGDAYFSVPLDEDFRKYTAFTIPSINNETPGIRYQYNVLPQGWKGSPAIFQSSMTKILEPFRKQNPDIVIYQYVDDLYVGSDLEIGQHRTKIEELRQHLWRWGLYTPDKKHQKEPPFLWMGYELHPDKWTVQPIVLPEKDSWTVNDIQKLVGKLNWASQIYPGIKVRQLCKLLRGTKALTEVIPLTEEAELELAENREILKEPVHGVYYDPSKDLIAEIQKQGQGQWTYQIYQEPFKNLKTGKYARMRGAHTNDVKQLTEAVQKITTESIVIWGKTPKFKLPIQKETWETWWTEYWQATWIPEWEFVNTPPLVKLWYQLEKEPIVGAETFYVDGAANRETKLGKAGYVTNRGRQKVVTLTDTTNQKTELQAIYLALQDSGLEVNIVTDSQ.... The pIC50 is 8.5. (2) The target protein (O43895) has sequence MARAHWGCCPWLVLLCACAWGHTKPVDLGGQDVRNCSTNPPYLPVTVVNTTMSLTALRQQMQTQNLSAYIIPGTDAHMNEYIGQHDERRAWITGFTGSAGTAVVTMKKAAVWTDSRYWTQAERQMDCNWELHKEVGTTPIVTWLLTEIPAGGRVGFDPFLLSIDTWESYDLALQGSNRQLVSITTNLVDLVWGSERPPVPNQPIYALQEAFTGSTWQEKVSGVRSQMQKHQKVPTAVLLSALEETAWLFNLRASDIPYNPFFYSYTLLTDSSIRLFANKSRFSSETLSYLNSSCTGPMCVQIEDYSQVRDSIQAYSLGDVRIWIGTSYTMYGIYEMIPKEKLVTDTYSPVMMTKAVKNSKEQALLKASHVRDAVAVIRYLVWLEKNVPKGTVDEFSGAEIVDKFRGEEQFSSGPSFETISASGLNAALAHYSPTKELNRKLSSDEMYLLDSGGQYWDGTTDITRTVHWGTPSAFQKEAYTRVLIGNIDLSRLIFPAATSG.... The compound is C[C@H](NC(=O)[C@@H]1CCCN1C(CCc1ccccc1)C(=O)O)C(N)=O. The pIC50 is 5.1. (3) The drug is C=C[C@@]1(C)CC(=O)[C@@]2(O)[C@](C)(O1)[C@@H](OC(=O)NCCN(C)C)[C@@H](O)[C@H]1C(C)(C)CC[C@H](O)[C@@]12C. The target protein (Q08828) has sequence MAGAPRGGGGGGGGAGEPGGAERAAGTSRRRGLRACDEEFACPELEALFRGYTLRLEQAATLKALAVLSLLAGALALAELLGAPGPAPGLAKGSHPVHCVLFLALLVVTNVRSLQVPQLQQVGQLALLFSLTFALLCCPFALGGPARGSAGAAGGPATAEQGVWQLLLVTFVSYALLPVRSLLAIGFGLVVAASHLLVTATLVPAKRPRLWRTLGANALLFVGVNMYGVFVRILTERSQRKAFLQARSCIEDRLRLEDENEKQERLLMSLLPRNVAMEMKEDFLKPPERIFHKIYIQRHDNVSILFADIVGFTGLASQCTAQELVKLLNELFGKFDELATENHCRRIKILGDCYYCVSGLTQPKTDHAHCCVEMGLDMIDTITSVAEATEVDLNMRVGLHTGRVLCGVLGLRKWQYDVWSNDVTLANVMEAAGLPGKVHITKTTLACLNGDYEVEPGYGHERNSFLKTHNIETFFIVPSHRRKIFPGLILSDIKPAKRMK.... The pIC50 is 6.8. (4) The compound is CC(C)Oc1cccc(OC(C)C)c1CN. The target protein (P45845) has sequence DDPYNPYKYSDDNPYYNYYERPRPGSRYRPGYGTGYFQYGLPDLVPDPYYIQASTYVQKMSMYNLRCAAEENCLASTAYRADVRDYDHRVLLRFPQRVKNQGTSDFLPSRPRYSWEWHSCHQHYHSMDEFSHYDLLDASTQRRVAEGHKASFCLEDTSCDYGYHRRFACTAHTQGLSPGCYDTYNADIDCQWIDITDVKPGNYILKVSVNPSYLVPESDYSNNVVRCEIRYTGHHAYASGCTISPY. The pIC50 is 3.0. (5) The drug is Cc1cc2[nH]c(=O)c3cnn(C4CCOCC4)c3c2cc1C(=O)N1CCN(CCC(F)(F)F)[C@@H](C)C1. The target protein (Q8QZV1) has sequence MGAGSSSYRPKAIYLDIDGRIQKVVFSKYCNSSDIMDLFCIATGLPRNTTISLLTTDDAMVSIDPTMPANSERTPYKVRPVAVKQVSEREELVQGVLAQVAEQFSRAFKINELKAEVANHLAMLEKRVELEGLKVVEIEKCKSDIKKMREELAARNNRTNCPCKYSFLDNKKLTPRRDVPTYPKYLLSPETIEALRKPTFDVWLWEPNEMLSCLEHMYHDLGLVRDFSINPITLRRWLLCVHDNYRSNPFHNFRHCFCVTQMMYSMVWLCGLQEKFSQMDILVLMTAAICHDLDHPGYNNTYQINARTELAVRYNDISPLENHHCAIAFQILARPECNIFASVPPEGFRQIRQGMITLILATDMARHAEIMDSFKEKMENFDYSNEEHLTLLKMILIKCCDISNEVRPMEVAEPWVDCLLEEYFMQSDREKSEGLPVAPFMDRDKVTKATAQIGFIKFVLIPMFETVTKLFPIVEETMLRPLWESREHYEELKQLDDAMK.... The pIC50 is 8.7.